From a dataset of Reaction yield outcomes from USPTO patents with 853,638 reactions. Predict the reaction yield, written as a fraction of the theoretical maximum amount of product (1.0 means a 100% yield; for example, 0.34 means a 34% yield). (1) The reactants are N[C:2]1[CH:7]=[CH:6][N:5]=[C:4]([NH:8][CH2:9][CH2:10][CH2:11][O:12][C:13]2[CH:28]=[CH:27][C:16]3[CH2:17][CH:18]([CH2:23][C:24]([OH:26])=[O:25])[C:19](=[O:22])[NH:20][CH2:21][C:15]=3[CH:14]=2)[CH:3]=1.Cl.O1CCO[CH2:32][CH2:31]1.[CH2:36](N(CC)CC)C. The catalyst is C(O)C. The product is [N:5]1[CH:6]=[CH:7][CH:2]=[CH:3][C:4]=1[NH:8][CH2:9][CH2:10][CH2:11][O:12][C:13]1[CH:28]=[CH:27][C:16]2[CH2:17][CH:18]([CH2:23][C:24]([O:26][CH2:31][CH3:32])=[O:25])[C:19](=[O:22])[N:20]([CH3:36])[CH2:21][C:15]=2[CH:14]=1. The yield is 0.690. (2) The reactants are B(Br)(Br)Br.[Br:5][CH2:6][CH2:7][O:8][C:9]1[CH:14]=[CH:13][C:12]([C:15]([C:17]2[CH:22]=[CH:21][C:20]([O:23]C)=[CH:19][CH:18]=2)=[O:16])=[CH:11][C:10]=1[F:25]. The catalyst is ClCCl. The product is [Br:5][CH2:6][CH2:7][O:8][C:9]1[CH:14]=[CH:13][C:12]([C:15]([C:17]2[CH:22]=[CH:21][C:20]([OH:23])=[CH:19][CH:18]=2)=[O:16])=[CH:11][C:10]=1[F:25]. The yield is 0.600. (3) The yield is 0.700. The catalyst is CC([O-])=O.CC([O-])=O.[Pd+2].O. The reactants are Br[C:2]1[CH:8]=[CH:7][C:6]([N+:9]([O-:11])=[O:10])=[CH:5][C:3]=1[NH2:4].[C:12]1([CH3:18])C=CC=C[CH:13]=1.C([O-])([O-])=O.[Cs+].[Cs+].B1(C2CC2)OC(=O)CN(C)CC(=O)O1. The product is [CH:18]1([C:2]2[CH:8]=[CH:7][C:6]([N+:9]([O-:11])=[O:10])=[CH:5][C:3]=2[NH2:4])[CH2:12][CH2:13]1. (4) The reactants are [NH2:1][CH2:2][C:3]1[CH:4]=[C:5]2[C:10](=[CH:11][C:12]=1[C:13]([F:16])([F:15])[F:14])[NH:9][C:8](=[O:17])[N:7]([NH:18][S:19]([CH3:22])(=[O:21])=[O:20])[C:6]2=[O:23].CO[CH:26]1[CH2:30][CH2:29][CH:28](OC)O1. The catalyst is CC(O)=O. The product is [O:17]=[C:8]1[N:7]([NH:18][S:19]([CH3:22])(=[O:20])=[O:21])[C:6](=[O:23])[C:5]2[C:10](=[CH:11][C:12]([C:13]([F:15])([F:16])[F:14])=[C:3]([CH2:2][N:1]3[CH:26]=[CH:30][CH:29]=[CH:28]3)[CH:4]=2)[NH:9]1. The yield is 0.950. (5) The yield is 0.780. The catalyst is CN(C)C(=O)C. The reactants are [C:1]([N:4]1[CH2:9][CH2:8][CH:7]([N:10]2[C:21]3=[C:22]4[C:16](=[C:17]5[N:26]([CH3:27])[CH:25]=[CH:24][C:23]([NH2:28])=[C:18]5[CH:19]=[CH:20]3)[C:15](=[O:29])[NH:14][C:13]4=[CH:12][CH2:11]2)[CH2:6][CH2:5]1)(=[O:3])[CH3:2].[CH3:30][C:31]1[S:32][C:33]([CH2:36][C:37](O)=[O:38])=[CH:34][N:35]=1.CN(C(ON1N=NC2C=CC=NC1=2)=[N+](C)C)C.F[P-](F)(F)(F)(F)F.C(N(C(C)C)C(C)C)C. The product is [C:1]([N:4]1[CH2:9][CH2:8][CH:7]([N:10]2[C:21]3=[C:22]4[C:16](=[C:17]5[N:26]([CH3:27])[CH:25]=[CH:24][C:23]([NH:28][C:37](=[O:38])[CH2:36][C:33]6[S:32][C:31]([CH3:30])=[N:35][CH:34]=6)=[C:18]5[CH:19]=[CH:20]3)[C:15](=[O:29])[NH:14][C:13]4=[CH:12][CH2:11]2)[CH2:6][CH2:5]1)(=[O:3])[CH3:2]. (6) The reactants are [CH3:1][O:2][C:3]1[CH:40]=[CH:39][C:6]([CH2:7][N:8]2[C:12]3=[N:13][CH:14]=[CH:15][C:16]([O:17][C:18]4[CH:23]=[CH:22][C:21]([NH2:24])=[CH:20][C:19]=4[F:25])=[C:11]3[C:10]([C:26]3[CH2:31][CH2:30][N:29]([C:32]([O:34][C:35]([CH3:38])([CH3:37])[CH3:36])=[O:33])[CH2:28][CH:27]=3)=[N:9]2)=[CH:5][CH:4]=1.CC1C=CC(S(NN)(=O)=O)=CC=1. The catalyst is C1(C)C=CC=CC=1. The product is [NH2:24][C:21]1[CH:22]=[CH:23][C:18]([O:17][C:16]2[CH:15]=[CH:14][N:13]=[C:12]3[N:8]([CH2:7][C:6]4[CH:5]=[CH:4][C:3]([O:2][CH3:1])=[CH:40][CH:39]=4)[N:9]=[C:10]([CH:26]4[CH2:27][CH2:28][N:29]([C:32]([O:34][C:35]([CH3:37])([CH3:36])[CH3:38])=[O:33])[CH2:30][CH2:31]4)[C:11]=23)=[C:19]([F:25])[CH:20]=1. The yield is 0.339. (7) The reactants are [CH2:1]([C:4]1[CH:9]=[CH:8][C:7]([OH:10])=[C:6]([O:11][CH3:12])[CH:5]=1)[CH:2]=[CH2:3].C1(C)C=CC(S(NN)(=O)=O)=CC=1.CC([O-])=O.[Na+]. The catalyst is C(COC)OC.O. The product is [CH3:12][O:11][C:6]1[CH:5]=[C:4]([CH2:1][CH2:2][CH3:3])[CH:9]=[CH:8][C:7]=1[OH:10]. The yield is 0.480. (8) The reactants are [OH:1][CH2:2][C:3]1[C:7]([CH3:8])=[C:6]([C:9]2[CH:14]=[CH:13][N:12]=[CH:11][CH:10]=2)[N:5](COC)[C:4]=1[C:18]1[CH:23]=[CH:22][N:21]=[CH:20][CH:19]=1.C(=O)(O)[O-].[Na+]. The catalyst is Cl. The product is [OH:1][CH2:2][C:3]1[C:7]([CH3:8])=[C:6]([C:9]2[CH:14]=[CH:13][N:12]=[CH:11][CH:10]=2)[NH:5][C:4]=1[C:18]1[CH:23]=[CH:22][N:21]=[CH:20][CH:19]=1. The yield is 0.230. (9) The reactants are C([O:4][C@H:5]1[C:9]2[N:10]=[CH:11][N:12]=[C:13]([N:14]3[CH2:19][CH2:18][N:17]([C:20]([O:22][C:23]([CH3:26])([CH3:25])[CH3:24])=[O:21])[CH2:16][CH2:15]3)[C:8]=2[C@H:7]([CH3:27])[CH2:6]1)(=O)C.[Li+].[OH-]. The catalyst is C1COCC1. The product is [OH:4][C@H:5]1[C:9]2[N:10]=[CH:11][N:12]=[C:13]([N:14]3[CH2:19][CH2:18][N:17]([C:20]([O:22][C:23]([CH3:26])([CH3:25])[CH3:24])=[O:21])[CH2:16][CH2:15]3)[C:8]=2[C@H:7]([CH3:27])[CH2:6]1. The yield is 0.700. (10) The reactants are Cl[CH:2]([C:8](=O)[CH2:9][C:10]1[CH:15]=[CH:14][C:13]([Cl:16])=[CH:12][CH:11]=1)[C:3]([O:5][CH2:6][CH3:7])=[O:4].[C:18]([NH2:26])(=[S:25])[C:19]1[CH:24]=[CH:23][N:22]=[CH:21][CH:20]=1. The catalyst is CC(O)C. The product is [Cl:16][C:13]1[CH:14]=[CH:15][C:10]([CH2:9][C:8]2[N:26]=[C:18]([C:19]3[CH:24]=[CH:23][N:22]=[CH:21][CH:20]=3)[S:25][C:2]=2[C:3]([O:5][CH2:6][CH3:7])=[O:4])=[CH:11][CH:12]=1. The yield is 0.360.